This data is from Full USPTO retrosynthesis dataset with 1.9M reactions from patents (1976-2016). The task is: Predict the reactants needed to synthesize the given product. (1) Given the product [NH2:15][C:13]1[S:14][C:2]([CH3:11])=[C:3]([C:5]2[CH:10]=[CH:9][CH:8]=[CH:7][CH:6]=2)[N:12]=1, predict the reactants needed to synthesize it. The reactants are: Br[CH:2]([CH3:11])[C:3]([C:5]1[CH:10]=[CH:9][CH:8]=[CH:7][CH:6]=1)=O.[NH2:12][C:13]([NH2:15])=[S:14]. (2) Given the product [CH3:2][N:3]1[C:8]2[CH:9]=[CH:10][C:11]([N:13]3[CH2:17][C@H:16]([C:18]([NH2:1])=[O:19])[O:15][C:14]3=[O:22])=[CH:12][C:7]=2[CH2:6][O:5][C:4]1=[O:23], predict the reactants needed to synthesize it. The reactants are: [NH3:1].[CH3:2][N:3]1[C:8]2[CH:9]=[CH:10][C:11]([N:13]3[CH2:17][C@H:16]([C:18](OC)=[O:19])[O:15][C:14]3=[O:22])=[CH:12][C:7]=2[CH2:6][O:5][C:4]1=[O:23]. (3) The reactants are: [NH2:1][C@H:2]([C:22]1[C:23]([CH3:32])=[C:24]2[C:28](=[CH:29][CH:30]=1)[C:27](=[O:31])[O:26][CH2:25]2)[CH2:3][N:4]1[CH2:21][CH2:20][C:7]2([C:11](=[O:12])[N:10]([C:13]3[CH2:14][O:15][C:16](=[O:19])[C:17]=3[CH3:18])[CH2:9][CH2:8]2)[CH2:6][CH2:5]1.C(N(CC)CC)C.[CH3:40][S:41](Cl)(=[O:43])=[O:42]. Given the product [CH3:32][C:23]1[C:22]([C@@H:2]([NH:1][S:41]([CH3:40])(=[O:43])=[O:42])[CH2:3][N:4]2[CH2:5][CH2:6][C:7]3([C:11](=[O:12])[N:10]([C:13]4[CH2:14][O:15][C:16](=[O:19])[C:17]=4[CH3:18])[CH2:9][CH2:8]3)[CH2:20][CH2:21]2)=[CH:30][CH:29]=[C:28]2[C:24]=1[CH2:25][O:26][C:27]2=[O:31], predict the reactants needed to synthesize it. (4) Given the product [OH:6][CH2:5][C:4]1[CH:3]=[C:2]([OH:1])[CH:9]=[CH:8][CH:7]=1, predict the reactants needed to synthesize it. The reactants are: [OH:1][C:2]1[CH:3]=[C:4]([CH:7]=[CH:8][CH:9]=1)[CH:5]=[O:6].[BH4-].[Na+]. (5) Given the product [Cl:8][C:6]1[N:7]=[C:2]([N:23]2[C:24]3[C:20](=[CH:19][C:18]([Cl:17])=[CH:26][C:25]=3[Cl:27])[CH2:21][CH2:22]2)[C:3](=[O:16])[N:4]([CH:9]([CH2:14][CH3:15])[CH2:10][CH2:11][O:12][CH3:13])[CH:5]=1, predict the reactants needed to synthesize it. The reactants are: Cl[C:2]1[C:3](=[O:16])[N:4]([CH:9]([CH2:14][CH3:15])[CH2:10][CH2:11][O:12][CH3:13])[CH:5]=[C:6]([Cl:8])[N:7]=1.[Cl:17][C:18]1[CH:19]=[C:20]2[C:24](=[C:25]([Cl:27])[CH:26]=1)[NH:23][CH2:22][CH2:21]2. (6) Given the product [CH3:5][CH:6]([CH3:10])[CH2:7][C:8]#[C:9][CH2:12][CH2:13][OH:14], predict the reactants needed to synthesize it. The reactants are: C([Mg]Br)C.[CH3:5][CH:6]([CH3:10])[CH2:7][C:8]#[CH:9].C1C[O:14][CH2:13][CH2:12]1. (7) The reactants are: CC1(C)[O:6][C@@H:5]([CH2:7][CH2:8][NH:9][C:10]([CH:12]2[CH:16]([C:17]3[CH:22]=[CH:21][CH:20]=[C:19]([Cl:23])[C:18]=3[F:24])[C:15]([C:27]3[CH:32]=[CH:31][C:30]([Cl:33])=[CH:29][C:28]=3[F:34])([C:25]#[N:26])[CH:14]([CH2:35][C:36]([C:39]3[CH2:40][CH2:41][O:42][CH2:43][CH:44]=3)([CH3:38])[CH3:37])[NH:13]2)=[O:11])[CH2:4][O:3]1.Cl. Given the product [OH:6][C@H:5]([CH2:4][OH:3])[CH2:7][CH2:8][NH:9][C:10]([CH:12]1[CH:16]([C:17]2[CH:22]=[CH:21][CH:20]=[C:19]([Cl:23])[C:18]=2[F:24])[C:15]([C:27]2[CH:32]=[CH:31][C:30]([Cl:33])=[CH:29][C:28]=2[F:34])([C:25]#[N:26])[CH:14]([CH2:35][C:36]([C:39]2[CH2:40][CH2:41][O:42][CH2:43][CH:44]=2)([CH3:38])[CH3:37])[NH:13]1)=[O:11], predict the reactants needed to synthesize it.